From a dataset of Full USPTO retrosynthesis dataset with 1.9M reactions from patents (1976-2016). Predict the reactants needed to synthesize the given product. Given the product [CH3:1][C:2]1[CH:7]=[C:6]([NH:8][C:9]([C:11]2[CH:16]=[C:15]([C:28]3[CH:29]=[C:30]([C:35]#[N:36])[N:31]=[C:32]([CH3:34])[CH:33]=3)[CH:14]=[C:13]([CH3:26])[N:12]=2)=[O:10])[CH:5]=[CH:4][N:3]=1, predict the reactants needed to synthesize it. The reactants are: [CH3:1][C:2]1[CH:7]=[C:6]([NH:8][C:9]([C:11]2[CH:16]=[C:15](B3OC(C)(C)C(C)(C)O3)[CH:14]=[C:13]([CH3:26])[N:12]=2)=[O:10])[CH:5]=[CH:4][N:3]=1.Br[C:28]1[CH:33]=[C:32]([CH3:34])[N:31]=[C:30]([C:35]#[N:36])[CH:29]=1.